Dataset: Full USPTO retrosynthesis dataset with 1.9M reactions from patents (1976-2016). Task: Predict the reactants needed to synthesize the given product. (1) Given the product [CH2:1]([O:3][C:4]([C:6]1[CH:10]=[N:9][NH:8][C:7]=1[N:11]1[C:15](=[O:14])[NH:16][C:17]([CH:18]([C:32]2[CH:37]=[C:36]([O:38][CH3:39])[C:35]([O:40][CH3:41])=[CH:34][C:33]=2[F:42])[NH:19][C:20]2[CH:25]=[CH:24][C:23]([C:26]3[N:30]=[C:29]([CH3:31])[O:28][N:27]=3)=[CH:22][CH:21]=2)=[N:12]1)=[O:5])[CH3:2], predict the reactants needed to synthesize it. The reactants are: [CH2:1]([O:3][C:4]([C:6]1[C:7]([NH:11][NH2:12])=[N:8][NH:9][CH:10]=1)=[O:5])[CH3:2].C[O:14][C:15](=O)[N:16]=[C:17](SC)[C:18]([C:32]1[CH:37]=[C:36]([O:38][CH3:39])[C:35]([O:40][CH3:41])=[CH:34][C:33]=1[F:42])=[N:19][C:20]1[CH:25]=[CH:24][C:23]([C:26]2[N:30]=[C:29]([CH3:31])[O:28][N:27]=2)=[CH:22][CH:21]=1.C(N(CC)CC)C. (2) Given the product [CH3:18][N:5]1[C:6]([C:7]2[CH:17]=[CH:16][C:10]3[O:11][CH2:12][C:13](=[O:15])[NH:14][C:9]=3[CH:8]=2)=[C:2]([C:25]2[CH:26]=[CH:27][C:22]([C:21]([F:32])([F:31])[F:20])=[CH:23][CH:24]=2)[C:3]([CH3:19])=[N:4]1, predict the reactants needed to synthesize it. The reactants are: Br[C:2]1[C:3]([CH3:19])=[N:4][N:5]([CH3:18])[C:6]=1[C:7]1[CH:17]=[CH:16][C:10]2[O:11][CH2:12][C:13](=[O:15])[NH:14][C:9]=2[CH:8]=1.[F:20][C:21]([F:32])([F:31])[C:22]1[CH:27]=[CH:26][C:25](B(O)O)=[CH:24][CH:23]=1. (3) Given the product [CH3:30][O:29][C:26]1[CH:25]=[CH:24][C:23]([CH2:22][C:21]([NH:20][C:19]2[CH:18]=[CH:17][S:16][C:15]=2[C:13]2[NH:11][N:9]=[C:8]([C:5]3[CH:6]=[CH:7][N:2]=[CH:3][CH:4]=3)[N:10]=2)=[O:31])=[CH:28][CH:27]=1, predict the reactants needed to synthesize it. The reactants are: Cl.[N:2]1[CH:7]=[CH:6][C:5]([C:8](=[NH:10])[NH2:9])=[CH:4][CH:3]=1.[NH:11]([C:13]([C:15]1[S:16][CH:17]=[CH:18][C:19]=1[NH:20][C:21](=[O:31])[CH2:22][C:23]1[CH:28]=[CH:27][C:26]([O:29][CH3:30])=[CH:25][CH:24]=1)=O)N. (4) Given the product [F:36][C:29]1[CH:30]=[CH:31][CH:32]=[CH:33][C:28]=1[NH:27][C:25](=[O:26])[NH:24][C:21]1[CH:20]=[CH:19][C:18]([C:15]2[S:14][C:13]([CH:10]3[CH2:9][CH2:8][N:7]([C:2]([CH3:1])([CH3:6])[C:3]([OH:5])=[O:4])[CH2:12][CH2:11]3)=[N:17][CH:16]=2)=[CH:23][CH:22]=1, predict the reactants needed to synthesize it. The reactants are: [CH3:1][C:2]([N:7]1[CH2:12][CH2:11][CH:10]([C:13]2[S:14][C:15]([C:18]3[CH:23]=[CH:22][C:21]([NH:24][C:25]([NH:27][C:28]4[CH:33]=[C:32](F)[C:31](F)=[CH:30][C:29]=4[F:36])=[O:26])=[CH:20][CH:19]=3)=[CH:16][N:17]=2)[CH2:9][CH2:8]1)([CH3:6])[C:3]([OH:5])=[O:4].FC1C=CC=CC=1NC(=O)NC1C=CC(C2SC(C3CCN(C(C)(C)C(OC(C)(C)C)=O)CC3)=NC=2)=CC=1.Cl. (5) Given the product [Br:13][CH2:14][CH2:15][CH2:16][CH2:17][CH2:18][CH2:19][CH2:20][CH2:21][O:1][C:2]1[CH:3]=[CH:4][C:5](/[CH:8]=[CH:9]/[C:10](=[O:12])[CH3:11])=[CH:6][CH:7]=1, predict the reactants needed to synthesize it. The reactants are: [OH:1][C:2]1[CH:7]=[CH:6][C:5](/[CH:8]=[CH:9]/[C:10](=[O:12])[CH3:11])=[CH:4][CH:3]=1.[Br:13][CH2:14][CH2:15][CH2:16][CH2:17][CH2:18][CH2:19][CH2:20][CH2:21]Br.C([O-])([O-])=O.[K+].[K+]. (6) Given the product [Cl:11][C:4]1[CH:5]=[C:6]([C:8](=[O:10])[CH3:9])[CH:7]=[C:2]([NH:21][C@H:19]([C:16]2[CH:17]=[CH:18][C:13]([F:12])=[CH:14][CH:15]=2)[CH3:20])[N:3]=1, predict the reactants needed to synthesize it. The reactants are: Cl[C:2]1[CH:7]=[C:6]([C:8](=[O:10])[CH3:9])[CH:5]=[C:4]([Cl:11])[N:3]=1.[F:12][C:13]1[CH:18]=[CH:17][C:16]([C@@H:19]([NH2:21])[CH3:20])=[CH:15][CH:14]=1.C1(P(C2C=CC=CC=2)C2C=CC3C(=CC=CC=3)C=2C2C3C(=CC=CC=3)C=CC=2P(C2C=CC=CC=2)C2C=CC=CC=2)C=CC=CC=1.C(=O)([O-])[O-].[Cs+].[Cs+]. (7) Given the product [Cl:1][C:2]1[CH:3]=[CH:4][C:5]([C@H:8]2[C:12]3[N:13]([CH:19]([CH3:21])[CH3:20])[C:14]([CH:16]4[CH2:18][CH2:17]4)=[N:15][C:11]=3[C:10](=[O:22])[N:9]2[C:23]2[CH:24]=[C:25]([CH3:33])[C:26]3[N:27]([C:29]([CH3:32])=[N:30][N:31]=3)[CH:28]=2)=[CH:6][CH:7]=1, predict the reactants needed to synthesize it. The reactants are: [Cl:1][C:2]1[CH:7]=[CH:6][C:5]([CH:8]2[C:12]3[N:13]([CH:19]([CH3:21])[CH3:20])[C:14]([CH:16]4[CH2:18][CH2:17]4)=[N:15][C:11]=3[C:10](=[O:22])[N:9]2[C:23]2[CH:24]=[C:25]([CH3:33])[C:26]3[N:27]([C:29]([CH3:32])=[N:30][N:31]=3)[CH:28]=2)=[CH:4][CH:3]=1. (8) The reactants are: [Cl:1][C:2]1[CH:3]=[C:4]([NH:9][C:10]([N:12]2[CH2:17][CH2:16][N:15]([CH2:18][C@@H:19]3[O:24][CH2:23][CH2:22][NH:21][CH2:20]3)[CH2:14][CH2:13]2)=[O:11])[CH:5]=[CH:6][C:7]=1[Cl:8].[O-]S([O-])(=O)=O.[Mg+2].[CH:31]1(C([CH:31]2[CH2:34][CH2:33][CH2:32]2)=O)[CH2:34][CH2:33][CH2:32]1.C(N(CC)C(C)C)(C)C.[BH-](OC(C)=O)(OC(C)=O)OC(C)=O.[Na+]. Given the product [CH:31]1([N:21]2[CH2:22][CH2:23][O:24][C@@H:19]([CH2:18][N:15]3[CH2:16][CH2:17][N:12]([C:10]([NH:9][C:4]4[CH:5]=[CH:6][C:7]([Cl:8])=[C:2]([Cl:1])[CH:3]=4)=[O:11])[CH2:13][CH2:14]3)[CH2:20]2)[CH2:34][CH2:33][CH2:32]1, predict the reactants needed to synthesize it. (9) Given the product [C:9]([C:5]1[CH:6]=[CH:7][CH:8]=[C:1]([OH:2])[C:3]=1[OH:4])(=[O:11])[CH3:10], predict the reactants needed to synthesize it. The reactants are: [C:1]1([C:3](=[CH:5][CH:6]=[CH:7][CH:8]=1)[OH:4])[OH:2].[C:9](OC(=O)C)(=[O:11])[CH3:10]. (10) Given the product [Cl:1][C:2]1[C:9]([CH3:10])=[C:8]([N:11]2[C@H:15]([CH2:16][CH3:17])[C@H:14]([OH:18])[C:13]([CH3:20])([CH3:19])[C:12]2=[O:21])[CH:7]=[CH:6][C:3]=1[C:4]#[N:5], predict the reactants needed to synthesize it. The reactants are: [Cl:1][C:2]1[C:9]([CH3:10])=[C:8]([N:11]2[CH:15]([CH2:16][CH3:17])[C:14](=[O:18])[C:13]([CH3:20])([CH3:19])[C:12]2=[O:21])[CH:7]=[CH:6][C:3]=1[C:4]#[N:5].C([BH-](C(CC)C)C(CC)C)(CC)C.[Li+].C1COCC1.